From a dataset of Full USPTO retrosynthesis dataset with 1.9M reactions from patents (1976-2016). Predict the reactants needed to synthesize the given product. (1) Given the product [F:38][CH:36]([F:37])[C:31]1[CH:30]=[C:29]([C:27]2[N:26]=[C:25]([CH:40]3[CH2:41][CH2:42][NH:43][CH2:44][CH2:45]3)[N:24]([CH2:23][C@H:18]3[CH2:19][CH2:20][CH2:21][CH2:22][N:17]3[CH3:15])[CH:28]=2)[CH:34]=[CH:33][C:32]=1[F:35], predict the reactants needed to synthesize it. The reactants are: [H-].[Al+3].[Li+].[H-].[H-].[H-].C(O[C:15]([N:17]1[CH2:22][CH2:21][CH2:20][CH2:19][C@@H:18]1[CH2:23][N:24]1[CH:28]=[C:27]([C:29]2[CH:34]=[CH:33][C:32]([F:35])=[C:31]([C:36](F)([F:38])[F:37])[CH:30]=2)[N:26]=[C:25]1[CH:40]1[CH2:45][CH2:44][NH:43][CH2:42][CH2:41]1)=O)C1C=CC=CC=1. (2) Given the product [C:24]([NH:28][S:29]([C:32]1[S:33][C:34]([C:21]2[N:20]=[CH:19][N:18]([C:10]3[N:9]=[C:8]([C:5]4[CH:6]=[CH:7][C:2]([Cl:1])=[CH:3][CH:4]=4)[CH:13]=[C:12]([C:14]([F:17])([F:16])[F:15])[N:11]=3)[CH:22]=2)=[CH:35][CH:36]=1)(=[O:30])=[O:31])([CH3:27])([CH3:25])[CH3:26], predict the reactants needed to synthesize it. The reactants are: [Cl:1][C:2]1[CH:7]=[CH:6][C:5]([C:8]2[CH:13]=[C:12]([C:14]([F:17])([F:16])[F:15])[N:11]=[C:10]([N:18]3[CH:22]=[C:21](I)[N:20]=[CH:19]3)[N:9]=2)=[CH:4][CH:3]=1.[C:24]([NH:28][S:29]([C:32]1[S:33][C:34](B2OC(C)(C)C(C)(C)O2)=[CH:35][CH:36]=1)(=[O:31])=[O:30])([CH3:27])([CH3:26])[CH3:25]. (3) Given the product [CH2:18]([O:1][C:2]1[CH:7]=[C:6]([F:8])[CH:5]=[CH:4][C:3]=1[N+:9]([O-:11])=[O:10])[CH3:19], predict the reactants needed to synthesize it. The reactants are: [OH:1][C:2]1[CH:7]=[C:6]([F:8])[CH:5]=[CH:4][C:3]=1[N+:9]([O-:11])=[O:10].C([O-])([O-])=O.[K+].[K+].[CH2:18](I)[CH3:19].[NH4+].[Cl-]. (4) Given the product [F:21][C:18]1[CH:17]=[CH:16][C:15]([C:14]2[N:13]3[C:8]([CH:9]=[C:10]([CH2:22][N:23]4[CH:27]=[C:26]([C:28]([OH:35])([C:31]([F:32])([F:34])[F:33])[CH2:29][CH3:30])[N:25]=[N:24]4)[CH:11]=[CH:12]3)=[CH:7][C:6]=2[C:4]([OH:5])=[O:3])=[CH:20][CH:19]=1, predict the reactants needed to synthesize it. The reactants are: C([O:3][C:4]([C:6]1[CH:7]=[C:8]2[N:13]([C:14]=1[C:15]1[CH:20]=[CH:19][C:18]([F:21])=[CH:17][CH:16]=1)[CH:12]=[CH:11][C:10]([CH2:22][N:23]1[CH:27]=[C:26]([C:28]([OH:35])([C:31]([F:34])([F:33])[F:32])[CH2:29][CH3:30])[N:25]=[N:24]1)=[CH:9]2)=[O:5])C.[Li+].[OH-]. (5) Given the product [ClH:12].[NH:1]1[CH2:6][CH2:5][CH2:4][CH:3]([C:7]([O:9][CH2:14][CH3:15])=[O:8])[CH2:2]1, predict the reactants needed to synthesize it. The reactants are: [NH:1]1[CH2:6][CH2:5][CH2:4][CH:3]([C:7]([OH:9])=[O:8])[CH2:2]1.O=S(Cl)[Cl:12].[CH2:14](O)[CH3:15]. (6) Given the product [C:1]([O:39][C@H:36]1[CH2:37][CH2:38][N:34]([C:32]2[CH:33]=[C:23]3[C:22]([NH:21][C@@H:18]4[CH2:19][CH2:20][N:15]([C:12]5[N:13]=[CH:14][C:9]([C:7]#[N:8])=[CH:10][N:11]=5)[CH2:16][C:17]4([CH3:42])[CH3:41])=[C:27]([C:28](=[O:29])[NH2:30])[CH:26]=[N:25][N:24]3[CH:31]=2)[C:35]1=[O:40])(=[O:5])[CH2:2][CH2:3][CH3:4], predict the reactants needed to synthesize it. The reactants are: [C:1](Cl)(=[O:5])[CH2:2][CH2:3][CH3:4].[C:7]([C:9]1[CH:10]=[N:11][C:12]([N:15]2[CH2:20][CH2:19][C@@H:18]([NH:21][C:22]3[C:23]4[N:24]([CH:31]=[C:32]([N:34]5[CH2:38][CH2:37][C@H:36]([OH:39])[C:35]5=[O:40])[CH:33]=4)[N:25]=[CH:26][C:27]=3[C:28]([NH2:30])=[O:29])[C:17]([CH3:42])([CH3:41])[CH2:16]2)=[N:13][CH:14]=1)#[N:8].C(N(CC)CC)C.N1C=CC=CC=1. (7) Given the product [N:1]1[C:6]2[CH:7]=[CH:8][NH:9][C:5]=2[C:4]([NH:10][C:11]2[CH:12]=[C:13]([CH:19]=[CH:20][CH:21]=2)[C:14]([OH:16])=[O:15])=[N:3][CH:2]=1, predict the reactants needed to synthesize it. The reactants are: [N:1]1[C:6]2[CH:7]=[CH:8][NH:9][C:5]=2[C:4]([NH:10][C:11]2[CH:12]=[C:13]([CH:19]=[CH:20][CH:21]=2)[C:14]([O:16]CC)=[O:15])=[N:3][CH:2]=1.[OH-].[Na+].Cl.